From a dataset of Human Reference Interactome with 51,813 positive PPI pairs across 8,248 proteins, plus equal number of experimentally-validated negative pairs. Binary Classification. Given two protein amino acid sequences, predict whether they physically interact or not. Protein 1 (ENSG00000106268) has sequence MSGISPQQMGEPEGSWSGKNPGTMGASRLYTLVLVLQPQRVLLGMKKRGFGAGRWNGFGGKVQEGETIEDGARRELQEESGLTVDALHKVGQIVFEFVGEPELMDVHVFCTDSIQGTPVESDEMRPCWFQLDQIPFKDMWPDDSYWFPLLLQKKKFHGYFKFQGQDTILDYTLREVDTV*MGASRLYTLVLVLQPQRVLLGMKKRGFGAGRWNGFGGKVQEGETIEDGARRELQEESGLTVDALHKVGQIVFEFVGEPELMDVHVFCTDSIQGTPVESDEMRPCWFQLDQIPFKDMWPDD.... Protein 2 (ENSG00000183665) has sequence MRENVVVSNMERESGKPVAVVAVVTEPWFTQRYREYLQRQKLFDTQHRVEKMPDGSVALPVLGETLPEQHLQELRNRVAPGSPCMLTQLPDPVPSKRAQGCSPAQKLCLEVSRWVEGRGVKWSAELEADLPRSWQRHGNLLLLSEDCFQAKQWKNLGPELWETVALALGVQRLAKRGRVSPDGTRTPAVTLLLGDHGWVEHVDNGIRYKFDVTQCMFSFGNITEKLRVASLSCAGEVLVDLYAGIGYFTLPFLVHAGAAFVHACEWNPHAVVALRNNLEINGVADRCQIHFGDNRKLKLS.... Result: 1 (the proteins interact).